This data is from Reaction yield outcomes from USPTO patents with 853,638 reactions. The task is: Predict the reaction yield, written as a fraction of the theoretical maximum amount of product (1.0 means a 100% yield; for example, 0.34 means a 34% yield). (1) The reactants are [CH:1](/[C:9]1[N:10]=[C:11]2[CH:17]=[CH:16][N:15]([S:18]([C:21]3[CH:27]=[CH:26][C:24]([CH3:25])=[CH:23][CH:22]=3)(=[O:20])=[O:19])[C:12]2=[N:13][CH:14]=1)=C\C1C=CC=CC=1.I([O-])(=O)(=O)=[O:29].[Na+].[O-]S([O-])(=S)=O.[Na+].[Na+].CCOC(C)=O. The catalyst is O1CCOCC1.O.[Os](=O)(=O)(=O)=O. The product is [S:18]([N:15]1[C:12]2=[N:13][CH:14]=[C:9]([CH:1]=[O:29])[N:10]=[C:11]2[CH:17]=[CH:16]1)([C:21]1[CH:27]=[CH:26][C:24]([CH3:25])=[CH:23][CH:22]=1)(=[O:20])=[O:19]. The yield is 0.800. (2) The reactants are [F:1][C:2]1[CH:16]=[CH:15][C:5]([CH2:6][N:7]2[CH2:12][C@@H:11]([CH3:13])[NH:10][CH2:9][C@@H:8]2[CH3:14])=[CH:4][CH:3]=1.C(N(CC)CC)C.[Cl:24][C:25]1[CH:26]=[CH:27][C:28]2[O:32][C:31]([C:33](Cl)=[O:34])=[CH:30][C:29]=2[CH:36]=1. The catalyst is C(Cl)Cl. The product is [Cl:24][C:25]1[CH:26]=[CH:27][C:28]2[O:32][C:31]([C:33]([N:10]3[CH2:9][C@@H:8]([CH3:14])[N:7]([CH2:6][C:5]4[CH:15]=[CH:16][C:2]([F:1])=[CH:3][CH:4]=4)[CH2:12][C@@H:11]3[CH3:13])=[O:34])=[CH:30][C:29]=2[CH:36]=1. The yield is 0.820. (3) The catalyst is C(Cl)Cl. The product is [CH2:7]([O:14][N:15]1[C:21](=[O:22])[N:20]2[CH2:23][C@H:16]1[CH2:17][CH2:18][C@H:19]2[C:24]1[O:25][C:28]([CH2:29][C:30]2([NH:33][C:34](=[O:40])[O:35][C:36]([CH3:37])([CH3:38])[CH3:39])[CH2:32][CH2:31]2)=[N:27][N:26]=1)[C:8]1[CH:13]=[CH:12][CH:11]=[CH:10][CH:9]=1. The reactants are N1C=CC=CC=1.[CH2:7]([O:14][N:15]1[C:21](=[O:22])[N:20]2[CH2:23][C@H:16]1[CH2:17][CH2:18][C@H:19]2[C:24]([NH:26][NH:27][C:28](=O)[CH2:29][C:30]1([NH:33][C:34](=[O:40])[O:35][C:36]([CH3:39])([CH3:38])[CH3:37])[CH2:32][CH2:31]1)=[O:25])[C:8]1[CH:13]=[CH:12][CH:11]=[CH:10][CH:9]=1.O(S(C(F)(F)F)(=O)=O)S(C(F)(F)F)(=O)=O.C([O-])(O)=O.[Na+]. The yield is 0.650. (4) The catalyst is ClCCl. The yield is 0.410. The product is [Br:1][C:2]1[CH:7]=[CH:6][CH:5]=[C:4]([CH:8]2[CH2:11][CH:10]([CH2:12][CH2:13][F:21])[CH2:9]2)[CH:3]=1. The reactants are [Br:1][C:2]1[CH:3]=[C:4]([CH:8]2[CH2:11][CH:10]([CH2:12][CH2:13]O)[CH2:9]2)[CH:5]=[CH:6][CH:7]=1.C(N(S(F)(F)[F:21])CC)C. (5) The reactants are [OH:1][CH2:2][C@H:3]([N:5]1[CH:14]=[CH:13][C:12]2[C:7](=[CH:8][CH:9]=[CH:10][C:11]=2[N+:15]([O-:17])=[O:16])[C:6]1=[O:18])[CH3:4].[C:19](OC(=O)C)(=[O:21])[CH3:20].C(N(CC)CC)C.C(Cl)Cl. The catalyst is CNC1(NC)C=CN=CC1. The product is [C:19]([O:1][CH2:2][C@H:3]([N:5]1[CH:14]=[CH:13][C:12]2[C:7](=[CH:8][CH:9]=[CH:10][C:11]=2[N+:15]([O-:17])=[O:16])[C:6]1=[O:18])[CH3:4])(=[O:21])[CH3:20]. The yield is 1.00. (6) The reactants are FC(F)(F)S(O[C:7]1[CH:12]=[CH:11][C:10]([N:13]2[CH:18]=[C:17]([O:19][CH3:20])[C:16](=[O:21])[C:15]([C:22]3[N:26]([C:27]4[CH:32]=[CH:31][CH:30]=[CH:29][CH:28]=4)[N:25]=[CH:24][CH:23]=3)=[N:14]2)=[C:9]([F:33])[CH:8]=1)(=O)=O.[CH:36]1(B(O)O)[CH2:38][CH2:37]1.[O-]P([O-])([O-])=O.[K+].[K+].[K+].C1(P(C2CCCCC2)C2CCCCC2)CCCCC1. The catalyst is C1(C)C=CC=CC=1.O.C([O-])(O)=O.[Na+].CC([O-])=O.CC([O-])=O.[Pd+2]. The product is [CH:36]1([C:7]2[CH:12]=[CH:11][C:10]([N:13]3[CH:18]=[C:17]([O:19][CH3:20])[C:16](=[O:21])[C:15]([C:22]4[N:26]([C:27]5[CH:32]=[CH:31][CH:30]=[CH:29][CH:28]=5)[N:25]=[CH:24][CH:23]=4)=[N:14]3)=[C:9]([F:33])[CH:8]=2)[CH2:38][CH2:37]1. The yield is 0.640. (7) The reactants are [Cl:1][C:2]1[N:7]=[CH:6][C:5]([NH:8][CH3:9])=[C:4](I)[CH:3]=1.[Cl:11][C:12]1[CH:17]=[CH:16][CH:15]=[CH:14][C:13]=1B(O)O.C1(P(C2C=CC=CC=2)C2C=CC=CC=2)C=CC=CC=1.C(=O)([O-])[O-].[Na+].[Na+]. The catalyst is C(OCC)(=O)C.C([O-])(=O)C.[Pd+2].C([O-])(=O)C.COCCOC. The product is [Cl:1][C:2]1[N:7]=[CH:6][C:5]([NH:8][CH3:9])=[C:4]([C:13]2[CH:14]=[CH:15][CH:16]=[CH:17][C:12]=2[Cl:11])[CH:3]=1. The yield is 0.830.